This data is from Full USPTO retrosynthesis dataset with 1.9M reactions from patents (1976-2016). The task is: Predict the reactants needed to synthesize the given product. (1) Given the product [CH:37]1([C:33]2[CH:34]=[C:35]([CH3:36])[C:30]([N:27]3[CH2:26][CH2:25][N:24]([C:22]([C:11]4[CH:12]=[CH:13][C:14]([N:16]5[CH2:20][CH2:19][CH2:18][C:17]5=[O:21])=[CH:15][C:10]=4[C:9]([N:48]4[CH2:53][CH2:52][O:51][CH2:50][CH2:49]4)=[O:40])=[O:23])[CH2:29][CH2:28]3)=[N:31][CH:32]=2)[CH2:39][CH2:38]1, predict the reactants needed to synthesize it. The reactants are: C(OC(N(C(OC(C)(C)C)=O)[C:9](=[O:40])[C:10]1[CH:15]=[C:14]([N:16]2[CH2:20][CH2:19][CH2:18][C:17]2=[O:21])[CH:13]=[CH:12][C:11]=1[C:22]([N:24]1[CH2:29][CH2:28][N:27]([C:30]2[C:35]([CH3:36])=[CH:34][C:33]([CH:37]3[CH2:39][CH2:38]3)=[CH:32][N:31]=2)[CH2:26][CH2:25]1)=[O:23])=O)(C)(C)C.[NH:48]1[CH2:53][CH2:52][O:51][CH2:50][CH2:49]1. (2) Given the product [CH2:1]([S:3][C:4]1[CH:9]=[CH:8][C:7]([NH2:10])=[CH:6][C:5]=1[F:13])[CH3:2], predict the reactants needed to synthesize it. The reactants are: [CH2:1]([S:3][C:4]1[CH:9]=[CH:8][C:7]([N+:10]([O-])=O)=[CH:6][C:5]=1[F:13])[CH3:2]. (3) Given the product [N+:22]([CH2:21][CH2:1][C:3]1[NH:4][CH:5]=[CH:6][C:7]=1[C:8]1[CH:13]=[CH:12][C:11]([CH3:14])=[CH:10][CH:9]=1)([O-:17])=[O:25], predict the reactants needed to synthesize it. The reactants are: [CH:1]([C:3]1[NH:4][CH:5]=[CH:6][C:7]=1[C:8]1[CH:13]=[CH:12][C:11]([CH3:14])=[CH:10][CH:9]=1)=O.CC([O-])=[O:17].[K+].Cl.[CH3:21][NH2:22].[BH4-].[Na+].[OH2:25]. (4) Given the product [F:13][C:14]1[CH:19]=[CH:18][CH:17]=[CH:16][C:15]=1[S:20][C:21]1[CH:26]=[CH:25][C:24]([CH3:27])=[CH:23][C:22]=1[NH:28][C:2]1[C:3]2[C:8](=[N:7][C:6]([CH3:12])=[CH:5][CH:4]=2)[N:9]=[CH:10][CH:11]=1, predict the reactants needed to synthesize it. The reactants are: Cl[C:2]1[CH:11]=[CH:10][N:9]=[C:8]2[C:3]=1[CH:4]=[CH:5][C:6]([CH3:12])=[N:7]2.[F:13][C:14]1[CH:19]=[CH:18][CH:17]=[CH:16][C:15]=1[S:20][C:21]1[CH:26]=[CH:25][C:24]([CH3:27])=[CH:23][C:22]=1[NH2:28].